From a dataset of Forward reaction prediction with 1.9M reactions from USPTO patents (1976-2016). Predict the product of the given reaction. (1) Given the reactants Cl[C:2]1[N:3]=[N+:4]([O-:12])[C:5]2[CH:11]=[CH:10][CH:9]=[CH:8][C:6]=2[N:7]=1.[CH3:13][O:14][CH2:15][CH2:16][NH2:17], predict the reaction product. The product is: [CH3:13][O:14][CH2:15][CH2:16][NH:17][C:2]1[N:3]=[N+:4]([O-:12])[C:5]2[CH:11]=[CH:10][CH:9]=[CH:8][C:6]=2[N:7]=1. (2) Given the reactants [F:1][C:2]1[CH:3]=[CH:4][C:5]([CH3:25])=[C:6]([C:8]2[N+:9]([O-])=[CH:10][C:11]3[C:16]([CH:17]=2)=[CH:15][N:14]=[C:13]([NH:18][C:19]([CH:21]2[CH2:23][CH2:22]2)=[O:20])[CH:12]=3)[CH:7]=1.[CH:26]([N:29](CC)C(C)C)(C)C.C[Si](C#N)(C)C, predict the reaction product. The product is: [C:26]([C:10]1[N:9]=[C:8]([C:6]2[CH:7]=[C:2]([F:1])[CH:3]=[CH:4][C:5]=2[CH3:25])[CH:17]=[C:16]2[C:11]=1[CH:12]=[C:13]([NH:18][C:19]([CH:21]1[CH2:23][CH2:22]1)=[O:20])[N:14]=[CH:15]2)#[N:29]. (3) The product is: [NH2:16][C:15]1[C:6]2[CH:5]=[C:4]([Br:3])[CH:14]=[CH:13][C:7]=2[O:8][C:9]=1[C:10]([NH2:12])=[O:11]. Given the reactants [OH-].[K+].[Br:3][C:4]1[CH:14]=[CH:13][C:7]([O:8][CH2:9][C:10]([NH2:12])=[O:11])=[C:6]([C:15]#[N:16])[CH:5]=1.O, predict the reaction product. (4) Given the reactants [Br:1][C:2]1[CH:7]=[CH:6][C:5]([NH:8][CH:9]=[C:10]([C:16]([O:18]CC)=O)[C:11]([O:13][CH2:14][CH3:15])=[O:12])=[CH:4][C:3]=1[O:21][CH3:22], predict the reaction product. The product is: [Br:1][C:2]1[CH:7]=[C:6]2[C:5](=[CH:4][C:3]=1[O:21][CH3:22])[NH:8][CH:9]=[C:10]([C:11]([O:13][CH2:14][CH3:15])=[O:12])[C:16]2=[O:18].